Dataset: NCI-60 drug combinations with 297,098 pairs across 59 cell lines. Task: Regression. Given two drug SMILES strings and cell line genomic features, predict the synergy score measuring deviation from expected non-interaction effect. (1) Drug 2: CC12CCC3C(C1CCC2O)C(CC4=C3C=CC(=C4)O)CCCCCCCCCS(=O)CCCC(C(F)(F)F)(F)F. Drug 1: CC1C(C(CC(O1)OC2CC(CC3=C2C(=C4C(=C3O)C(=O)C5=C(C4=O)C(=CC=C5)OC)O)(C(=O)CO)O)N)O.Cl. Synergy scores: CSS=29.2, Synergy_ZIP=-14.0, Synergy_Bliss=-15.1, Synergy_Loewe=-15.6, Synergy_HSA=-12.7. Cell line: ACHN. (2) Drug 1: C1=C(C(=O)NC(=O)N1)F. Drug 2: C1=CC=C(C(=C1)C(C2=CC=C(C=C2)Cl)C(Cl)Cl)Cl. Cell line: SF-539. Synergy scores: CSS=46.1, Synergy_ZIP=-7.54, Synergy_Bliss=-16.5, Synergy_Loewe=-22.6, Synergy_HSA=-15.7. (3) Drug 1: COC1=C2C(=CC3=C1OC=C3)C=CC(=O)O2. Cell line: HCT-15. Synergy scores: CSS=4.62, Synergy_ZIP=2.15, Synergy_Bliss=3.48, Synergy_Loewe=-0.165, Synergy_HSA=-0.273. Drug 2: C(CN)CNCCSP(=O)(O)O. (4) Drug 1: C1CC(C1)(C(=O)O)C(=O)O.[NH2-].[NH2-].[Pt+2]. Drug 2: CCN(CC)CCNC(=O)C1=C(NC(=C1C)C=C2C3=C(C=CC(=C3)F)NC2=O)C. Cell line: NCI-H460. Synergy scores: CSS=40.5, Synergy_ZIP=1.56, Synergy_Bliss=3.92, Synergy_Loewe=5.17, Synergy_HSA=6.57. (5) Cell line: SNB-75. Synergy scores: CSS=13.5, Synergy_ZIP=5.47, Synergy_Bliss=13.1, Synergy_Loewe=-3.86, Synergy_HSA=4.54. Drug 2: CCC1(CC2CC(C3=C(CCN(C2)C1)C4=CC=CC=C4N3)(C5=C(C=C6C(=C5)C78CCN9C7C(C=CC9)(C(C(C8N6C=O)(C(=O)OC)O)OC(=O)C)CC)OC)C(=O)OC)O.OS(=O)(=O)O. Drug 1: CC1=CC2C(CCC3(C2CCC3(C(=O)C)OC(=O)C)C)C4(C1=CC(=O)CC4)C. (6) Drug 1: CC1=C(C=C(C=C1)NC2=NC=CC(=N2)N(C)C3=CC4=NN(C(=C4C=C3)C)C)S(=O)(=O)N.Cl. Drug 2: CC1CCC2CC(C(=CC=CC=CC(CC(C(=O)C(C(C(=CC(C(=O)CC(OC(=O)C3CCCCN3C(=O)C(=O)C1(O2)O)C(C)CC4CCC(C(C4)OC)O)C)C)O)OC)C)C)C)OC. Cell line: MCF7. Synergy scores: CSS=36.4, Synergy_ZIP=7.55, Synergy_Bliss=8.54, Synergy_Loewe=-17.1, Synergy_HSA=6.44.